From a dataset of Forward reaction prediction with 1.9M reactions from USPTO patents (1976-2016). Predict the product of the given reaction. (1) Given the reactants [H-].[Na+].[C:3]([O:7][C:8]([N:10]1[CH2:13][CH:12]([CH2:14][OH:15])[CH2:11]1)=[O:9])([CH3:6])([CH3:5])[CH3:4].I[CH2:17][C:18]([O-:20])=[O:19].[Na+], predict the reaction product. The product is: [C:3]([O:7][C:8]([N:10]1[CH2:13][CH:12]([CH2:14][O:15][CH2:17][C:18]([OH:20])=[O:19])[CH2:11]1)=[O:9])([CH3:6])([CH3:5])[CH3:4]. (2) Given the reactants [CH3:1][C:2]1[C:6]([CH2:7][O:8][C:9]2[CH:14]=[CH:13][C:12]([S:15]([NH:18][C:19]3[CH:24]=[CH:23][C:22]([CH:25]([CH3:27])[CH3:26])=[CH:21][N:20]=3)(=[O:17])=[O:16])=[CH:11][CH:10]=2)=[C:5]([CH3:28])[O:4][N:3]=1.[C:29](N=C(N(C)C)N(C)C)([CH3:32])([CH3:31])[CH3:30], predict the reaction product. The product is: [CH3:1][C:2]1[C:6]([CH2:7][O:8][C:9]2[CH:10]=[CH:11][C:12]([S:15]([N:18]([CH2:30][CH:29]([CH3:32])[CH3:31])[C:19]3[CH:24]=[CH:23][C:22]([CH:25]([CH3:26])[CH3:27])=[CH:21][N:20]=3)(=[O:17])=[O:16])=[CH:13][CH:14]=2)=[C:5]([CH3:28])[O:4][N:3]=1. (3) Given the reactants C([O:3][C:4](=[O:23])[CH2:5][CH:6]1[O:10][B:9]([OH:11])[C:8]2[CH:12]=[C:13]([O:16][C:17]3[CH:22]=[CH:21][N:20]=[CH:19][N:18]=3)[CH:14]=[CH:15][C:7]1=2)C.[Li+].[OH-].Cl, predict the reaction product. The product is: [OH:11][B:9]1[C:8]2[CH:12]=[C:13]([O:16][C:17]3[CH:22]=[CH:21][N:20]=[CH:19][N:18]=3)[CH:14]=[CH:15][C:7]=2[CH:6]([CH2:5][C:4]([OH:23])=[O:3])[O:10]1. (4) Given the reactants [CH3:1][CH:2]([CH3:12])[CH2:3][CH:4](Br)[CH2:5][C:6]([O:8][CH2:9][CH3:10])=[O:7].C1CCN2C(=NCCC2)CC1.O.[N+:25]([CH3:28])([O-:27])=[O:26], predict the reaction product. The product is: [CH3:1][CH:2]([CH3:12])[CH2:3][CH:4]([CH2:28][N+:25]([O-:27])=[O:26])[CH2:5][C:6]([O:8][CH2:9][CH3:10])=[O:7]. (5) Given the reactants [Cl:1][C:2]1[CH:7]=[CH:6][C:5]([C@@H:8]2[S:14][C@@H:13]([CH2:15][C:16](OCC)=[O:17])[C@@H:12]([CH3:21])[NH:11][C:10]3[N:22]([CH3:26])[N:23]=[C:24]([CH3:25])[C:9]2=3)=[C:4]([CH3:27])[CH:3]=1.CC(C[AlH]CC(C)C)C.[C@H](O)(C([O-])=O)[C@@H](O)C([O-])=O.[Na+].[K+].[H-].[H-].[H-].[H-].[Li+].[Al+3], predict the reaction product. The product is: [Cl:1][C:2]1[CH:7]=[CH:6][C:5]([C@@H:8]2[S:14][C@@H:13]([CH2:15][CH2:16][OH:17])[C@@H:12]([CH3:21])[NH:11][C:10]3[N:22]([CH3:26])[N:23]=[C:24]([CH3:25])[C:9]2=3)=[C:4]([CH3:27])[CH:3]=1. (6) Given the reactants [Cl:1][C:2]1[CH:23]=[CH:22][C:5]([CH2:6][N:7]2[C:15]3[C:10](=[N:11][CH:12]=[CH:13][CH:14]=3)[C:9]([C:16](=[O:20])[C:17]([OH:19])=O)=[C:8]2[CH3:21])=[CH:4][CH:3]=1.C(N(CC)CC)C.[CH3:31][O:32][C:33]1[CH:38]=[C:37]([NH2:39])[CH:36]=[CH:35][N:34]=1.C(P1(=O)OP(CCC)(=O)OP(CCC)(=O)O1)CC, predict the reaction product. The product is: [Cl:1][C:2]1[CH:3]=[CH:4][C:5]([CH2:6][N:7]2[C:15]3[C:10](=[N:11][CH:12]=[CH:13][CH:14]=3)[C:9]([C:16](=[O:20])[C:17]([NH:39][C:37]3[CH:36]=[CH:35][N:34]=[C:33]([O:32][CH3:31])[CH:38]=3)=[O:19])=[C:8]2[CH3:21])=[CH:22][CH:23]=1. (7) Given the reactants [Cl:1][C:2]1[N:7]=[CH:6][C:5]([S:8]([NH:11][CH:12]2[CH2:16][CH2:15][CH2:14][CH2:13]2)(=[O:10])=[O:9])=[CH:4][CH:3]=1.Br[CH2:18][C:19]([O:21][CH3:22])=[O:20].C([O-])([O-])=O.[K+].[K+], predict the reaction product. The product is: [Cl:1][C:2]1[N:7]=[CH:6][C:5]([S:8]([N:11]([CH:12]2[CH2:16][CH2:15][CH2:14][CH2:13]2)[CH2:18][C:19]([O:21][CH3:22])=[O:20])(=[O:10])=[O:9])=[CH:4][CH:3]=1. (8) The product is: [C:29]([N:33]1[CH2:37][C@@H:36]([C:38]2[CH:43]=[CH:42][C:41]([Cl:44])=[CH:40][CH:39]=2)[C@H:35]([C:1]([N:8]2[CH2:12][CH2:11][C@H:10]([N:13]([CH:21]3[CH2:26][CH2:25][C:24]([CH3:27])([CH3:28])[CH2:23][CH2:22]3)[C:14](=[O:20])[C:15]([CH3:18])([CH3:19])[CH2:16][OH:17])[CH2:9]2)=[O:2])[CH2:34]1)([CH3:32])([CH3:30])[CH3:31]. Given the reactants [C:1]([N:8]1[CH2:12][CH2:11][C@H:10]([N:13]([CH:21]2[CH2:26][CH2:25][C:24]([CH3:28])([CH3:27])[CH2:23][CH2:22]2)[C:14](=[O:20])[C:15]([CH3:19])([CH3:18])[CH2:16][OH:17])[CH2:9]1)(OC(C)(C)C)=[O:2].[C:29]([N:33]1[CH2:37][C@@H:36]([C:38]2[CH:43]=[CH:42][C:41]([Cl:44])=[CH:40][CH:39]=2)[C@H:35](C(O)=O)[CH2:34]1)([CH3:32])([CH3:31])[CH3:30], predict the reaction product. (9) Given the reactants C([O:4][C:5]1[CH:6]=[C:7]2[C:12](=[CH:13][CH:14]=1)[N:11]=[CH:10][C:9](Br)=[CH:8]2)(=O)C.[CH3:16][N:17]1[CH:21]=[C:20](B2OC(C)(C)C(C)(C)O2)[CH:19]=[N:18]1.C([O-])([O-])=O.[Na+].[Na+], predict the reaction product. The product is: [CH3:16][N:17]1[CH:21]=[C:20]([C:9]2[CH:10]=[N:11][C:12]3[C:7]([CH:8]=2)=[CH:6][C:5]([OH:4])=[CH:14][CH:13]=3)[CH:19]=[N:18]1.